This data is from Full USPTO retrosynthesis dataset with 1.9M reactions from patents (1976-2016). The task is: Predict the reactants needed to synthesize the given product. (1) Given the product [CH2:1]([O:3][C:4]([C:6]1[NH:7][CH:8]=[C:9]2[CH:18]([C:19]3[O:20][C:21]([S:24][C:25]4[NH:29][C:28]5[CH:30]=[CH:31][C:32]([OH:34])=[CH:33][C:27]=5[N:26]=4)=[CH:22][CH:23]=3)[C:17]3[C:16](=[O:42])[CH2:15][N:14]([O:43][C:44]([CH3:45])([CH3:47])[CH3:46])[CH2:13][C:12]=3[NH:11][C:10]=12)=[O:5])[CH3:2], predict the reactants needed to synthesize it. The reactants are: [CH2:1]([O:3][C:4]([C:6]1[NH:7][CH:8]=[C:9]2[CH:18]([C:19]3[O:20][C:21]([S:24][C:25]4[NH:29][C:28]5[CH:30]=[CH:31][C:32]([O:34][Si](C(C)(C)C)(C)C)=[CH:33][C:27]=5[N:26]=4)=[CH:22][CH:23]=3)[C:17]3[C:16](=[O:42])[CH2:15][N:14]([O:43][C:44]([CH3:47])([CH3:46])[CH3:45])[CH2:13][C:12]=3[NH:11][C:10]=12)=[O:5])[CH3:2].CCCC[N+](CCCC)(CCCC)CCCC.[F-]. (2) Given the product [C:36]([O:35][C:33]([NH:32][CH2:31][CH2:30][CH2:29][C@H:24]([NH:23][C:8]([C:7]1[C:2](=[O:1])[N:3]([CH2:11][C:12]2[CH:17]=[CH:16][CH:15]=[CH:14][C:13]=2[C:18]([F:21])([F:20])[F:19])[CH:4]=[CH:5][CH:6]=1)=[O:10])[C:25]([O:27][CH3:28])=[O:26])=[O:34])([CH3:38])([CH3:39])[CH3:37], predict the reactants needed to synthesize it. The reactants are: [O:1]=[C:2]1[C:7]([C:8]([OH:10])=O)=[CH:6][CH:5]=[CH:4][N:3]1[CH2:11][C:12]1[CH:17]=[CH:16][CH:15]=[CH:14][C:13]=1[C:18]([F:21])([F:20])[F:19].Cl.[NH2:23][C@@H:24]([CH2:29][CH2:30][CH2:31][NH:32][C:33]([O:35][C:36]([CH3:39])([CH3:38])[CH3:37])=[O:34])[C:25]([O:27][CH3:28])=[O:26].CN(C(ON1N=NC2C=CC=CC1=2)=[N+](C)C)C.F[P-](F)(F)(F)(F)F. (3) Given the product [C:23]([C:22]1[C:21]([F:28])=[CH:20][C:19]([NH:18][C:13]([CH:11]2[C:10]([CH3:17])([CH3:16])[S:9][C:8]([C:5]3[CH:4]=[CH:3][C:2]([Cl:1])=[CH:7][CH:6]=3)=[N:12]2)=[O:15])=[C:26]([F:27])[CH:25]=1)#[N:24], predict the reactants needed to synthesize it. The reactants are: [Cl:1][C:2]1[CH:7]=[CH:6][C:5]([C:8]2[S:9][C:10]([CH3:17])([CH3:16])[CH:11]([C:13]([OH:15])=O)[N:12]=2)=[CH:4][CH:3]=1.[NH2:18][C:19]1[C:26]([F:27])=[CH:25][C:22]([C:23]#[N:24])=[C:21]([F:28])[CH:20]=1.CCN(C(C)C)C(C)C.C1CN([P+](Br)(N2CCCC2)N2CCCC2)CC1.F[P-](F)(F)(F)(F)F. (4) Given the product [C:21]([O:25][C:26]([N:28]1[CH2:33][CH2:32][N:31]([C:34]2[CH:35]=[N:36][C:37]([NH:40][C:13]3[N:14]=[CH:15][C:10]4[CH:9]=[C:8]([F:19])[C:7](=[O:20])[N:6]([CH:1]5[CH2:5][CH2:4][CH2:3][CH2:2]5)[C:11]=4[N:12]=3)=[CH:38][CH:39]=2)[CH2:30][CH2:29]1)=[O:27])([CH3:24])([CH3:22])[CH3:23], predict the reactants needed to synthesize it. The reactants are: [CH:1]1([N:6]2[C:11]3[N:12]=[C:13](S(C)=O)[N:14]=[CH:15][C:10]=3[CH:9]=[C:8]([F:19])[C:7]2=[O:20])[CH2:5][CH2:4][CH2:3][CH2:2]1.[C:21]([O:25][C:26]([N:28]1[CH2:33][CH2:32][N:31]([C:34]2[CH:35]=[N:36][C:37]([NH2:40])=[CH:38][CH:39]=2)[CH2:30][CH2:29]1)=[O:27])([CH3:24])([CH3:23])[CH3:22]. (5) Given the product [CH2:1]([C:3]1[C:4]([CH:29]([OH:49])[C:30]2[NH:34][C:33]3[CH:43]=[CH:44][C:45]([C:47]#[N:48])=[CH:46][C:32]=3[N:31]=2)=[C:5]2[C:9](=[C:10]([CH3:12])[CH:11]=1)[N:8]([S:13]([C:16]1[CH:22]=[CH:21][C:19]([CH3:20])=[CH:18][CH:17]=1)(=[O:15])=[O:14])[CH:7]=[C:6]2[C:23]1[CH:24]=[CH:25][CH:26]=[CH:27][CH:28]=1)[CH3:2], predict the reactants needed to synthesize it. The reactants are: [CH2:1]([C:3]1[C:4]([CH:29]([OH:49])[C:30]2[N:34](COCC[Si](C)(C)C)[C:33]3[CH:43]=[CH:44][C:45]([C:47]#[N:48])=[CH:46][C:32]=3[N:31]=2)=[C:5]2[C:9](=[C:10]([CH3:12])[CH:11]=1)[N:8]([S:13]([C:16]1[CH:22]=[CH:21][C:19]([CH3:20])=[CH:18][CH:17]=1)(=[O:15])=[O:14])[CH:7]=[C:6]2[C:23]1[CH:28]=[CH:27][CH:26]=[CH:25][CH:24]=1)[CH3:2].C(C1C(C(O)C2N(COCC[Si](C)(C)C)C3C=C(C#N)C=CC=3N=2)=C2C(=C(C)C=1)N(S(C1C=CC(C)=CC=1)(=O)=O)C=C2C1C=CC=CC=1)C. (6) Given the product [CH3:17][O:18][C:19]1[CH:28]=[CH:27][C:26]([N:29]2[CH2:30][CH2:31][N:32]([CH3:35])[CH2:33][CH2:34]2)=[C:25]2[C:20]=1[CH2:21][CH2:22][N:23]([C:14](=[O:16])[CH2:13][C:10]1[CH:9]=[CH:8][C:7]([S:4]([NH:3][CH2:1][CH3:2])(=[O:5])=[O:6])=[CH:12][CH:11]=1)[CH2:24]2, predict the reactants needed to synthesize it. The reactants are: [CH2:1]([NH:3][S:4]([C:7]1[CH:12]=[CH:11][C:10]([CH2:13][C:14]([OH:16])=O)=[CH:9][CH:8]=1)(=[O:6])=[O:5])[CH3:2].[CH3:17][O:18][C:19]1[CH:28]=[CH:27][C:26]([N:29]2[CH2:34][CH2:33][N:32]([CH3:35])[CH2:31][CH2:30]2)=[C:25]2[C:20]=1[CH2:21][CH2:22][NH:23][CH2:24]2.CN(C(ON1N=NC2C=CC=NC1=2)=[N+](C)C)C.F[P-](F)(F)(F)(F)F.